From a dataset of Catalyst prediction with 721,799 reactions and 888 catalyst types from USPTO. Predict which catalyst facilitates the given reaction. Reactant: [O:1]=[C:2]1[C:11]2[C:6](=[CH:7][CH:8]=[CH:9][CH:10]=2)[C:5]2[CH2:12][C:13]3[CH:14]=[C:15]([NH:19][C:20](=[O:23])[CH2:21]Cl)[CH:16]=[CH:17][C:18]=3[C:4]=2[NH:3]1.C(N(CC)CC)C.[C:31]1([C:37]2[CH2:42][CH2:41][NH:40][CH2:39][CH:38]=2)[CH:36]=[CH:35][CH:34]=[CH:33][CH:32]=1. Product: [O:1]=[C:2]1[C:11]2[C:6](=[CH:7][CH:8]=[CH:9][CH:10]=2)[C:5]2[CH2:12][C:13]3[CH:14]=[C:15]([NH:19][C:20](=[O:23])[CH2:21][N:40]4[CH2:39][CH:38]=[C:37]([C:31]5[CH:36]=[CH:35][CH:34]=[CH:33][CH:32]=5)[CH2:42][CH2:41]4)[CH:16]=[CH:17][C:18]=3[C:4]=2[NH:3]1. The catalyst class is: 3.